The task is: Predict the reactants needed to synthesize the given product.. This data is from Full USPTO retrosynthesis dataset with 1.9M reactions from patents (1976-2016). (1) Given the product [O:21]=[C:15]1[CH:14]([N:8]2[CH2:7][C:6]3[C:10](=[CH:11][CH:12]=[C:4]([CH2:3][NH:2][C:27](=[O:28])[C:26]4[CH:30]=[CH:31][C:23]([F:22])=[CH:24][CH:25]=4)[CH:5]=3)[C:9]2=[O:13])[CH2:19][CH2:18][C:17](=[O:20])[NH:16]1, predict the reactants needed to synthesize it. The reactants are: Cl.[NH2:2][CH2:3][C:4]1[CH:5]=[C:6]2[C:10](=[CH:11][CH:12]=1)[C:9](=[O:13])[N:8]([CH:14]1[CH2:19][CH2:18][C:17](=[O:20])[NH:16][C:15]1=[O:21])[CH2:7]2.[F:22][C:23]1[CH:31]=[CH:30][C:26]([C:27](Cl)=[O:28])=[CH:25][CH:24]=1.C(N(CC)CC)C.O. (2) Given the product [Cl:12][C:9]1[CH:10]=[CH:11][C:6]([NH:5][C:3](=[O:4])[CH2:2][N:22]2[C:23]3[C:18](=[CH:17][N:16]=[C:15]([O:14][CH3:13])[CH:24]=3)[C:19](=[O:37])[C:20]([C:25]([C:27]3[CH:36]=[CH:35][C:34]4[C:29](=[CH:30][CH:31]=[CH:32][CH:33]=4)[CH:28]=3)=[O:26])=[CH:21]2)=[CH:7][CH:8]=1, predict the reactants needed to synthesize it. The reactants are: Cl[CH2:2][C:3]([NH:5][C:6]1[CH:11]=[CH:10][C:9]([Cl:12])=[CH:8][CH:7]=1)=[O:4].[CH3:13][O:14][C:15]1[CH:24]=[C:23]2[C:18]([C:19](=[O:37])[CH:20]([C:25]([C:27]3[CH:36]=[CH:35][C:34]4[C:29](=[CH:30][CH:31]=[CH:32][CH:33]=4)[CH:28]=3)=[O:26])[CH:21]=[N:22]2)=[CH:17][N:16]=1.C([O-])([O-])=O.[K+].[K+]. (3) Given the product [F:1][C@H:2]([C:4]1[S:8][C:7]2=[N:9][C:10]([C:12]3[O:13][C:14]4[CH:20]=[C:19]([O:21][CH3:22])[CH:18]=[C:17]([O:23][CH2:25][C:26]5[N:27]=[C:28]([C:31]6([OH:37])[CH2:36][CH2:35][O:34][CH2:33][CH2:32]6)[S:29][CH:30]=5)[C:15]=4[CH:16]=3)=[CH:11][N:6]2[N:5]=1)[CH3:3], predict the reactants needed to synthesize it. The reactants are: [F:1][C@H:2]([C:4]1[S:8][C:7]2=[N:9][C:10]([C:12]3[O:13][C:14]4[C:15](=[C:17]([OH:23])[CH:18]=[C:19]([O:21][CH3:22])[CH:20]=4)[CH:16]=3)=[CH:11][N:6]2[N:5]=1)[CH3:3].O[CH2:25][C:26]1[N:27]=[C:28]([C:31]2([OH:37])[CH2:36][CH2:35][O:34][CH2:33][CH2:32]2)[S:29][CH:30]=1.C(P(CCCC)CCCC)CCC.N(C(N1CCCCC1)=O)=NC(N1CCCCC1)=O. (4) Given the product [CH3:22][NH:24][C:16]([C:10]1([C:7]2[CH:8]=[CH:9][C:4]([N+:1]([O-:3])=[O:2])=[CH:5][CH:6]=2)[CH2:15][CH2:14][O:13][CH2:12][CH2:11]1)=[O:18], predict the reactants needed to synthesize it. The reactants are: [N+:1]([C:4]1[CH:9]=[CH:8][C:7]([C:10]2([C:16]([OH:18])=O)[CH2:15][CH2:14][O:13][CH2:12][CH2:11]2)=[CH:6][CH:5]=1)([O-:3])=[O:2].Cl.CN.[CH2:22]([N:24](CC)CC)C.CN(C(ON1N=NC2C=CC=NC1=2)=[N+](C)C)C.F[P-](F)(F)(F)(F)F. (5) Given the product [P:1]([O-:5])([OH:4])([OH:3])=[O:2].[CH2:6]([NH3+:9])[CH:7]=[CH2:8], predict the reactants needed to synthesize it. The reactants are: [P:1](=[O:5])([OH:4])([OH:3])[OH:2].[CH2:6]([NH2:9])[CH:7]=[CH2:8].